Dataset: Full USPTO retrosynthesis dataset with 1.9M reactions from patents (1976-2016). Task: Predict the reactants needed to synthesize the given product. (1) Given the product [CH2:1]([C:4]1[C:5]([O:14][CH2:17][C:18]2[CH:23]=[CH:22][CH:21]=[CH:20][CH:19]=2)=[C:6]2[C:10](=[CH:11][C:12]=1[Cl:13])[CH2:9][CH2:8][CH2:7]2)[CH:2]=[CH2:3], predict the reactants needed to synthesize it. The reactants are: [CH2:1]([C:4]1[C:12]([Cl:13])=[CH:11][C:10]2[CH2:9][CH2:8][CH2:7][C:6]=2[C:5]=1[OH:14])[CH:2]=[CH2:3].[H-].[Na+].[CH2:17](Br)[C:18]1[CH:23]=[CH:22][CH:21]=[CH:20][CH:19]=1.C(OC1C2C(=CC=CC=2)C(Cl)=CC=1CC(O)CO)C1C=CC=CC=1. (2) Given the product [C:27](/[CH:26]=[CH:25]/[C:22]1[CH:23]=[CH:24][C:19]([NH:18][C:16]([C:13]2[CH:14]=[CH:15][C:10]([C:30]3[CH:35]=[CH:34][CH:33]=[CH:32][CH:31]=3)=[CH:11][CH:12]=2)=[O:17])=[CH:20][CH:21]=1)#[N:1], predict the reactants needed to synthesize it. The reactants are: [N:1]1C(Cl)=NC(Cl)=NC=1Cl.[C:10]1([C:30]2[CH:35]=[CH:34][CH:33]=[CH:32][CH:31]=2)[CH:15]=[CH:14][C:13]([C:16]([NH:18][C:19]2[CH:24]=[CH:23][C:22](/[CH:25]=[CH:26]/[C:27](O)=O)=[CH:21][CH:20]=2)=[O:17])=[CH:12][CH:11]=1. (3) Given the product [N:33]1([C:31](=[O:32])[CH2:30][CH2:29][CH2:28][C@@H:15]2[C@H:14]3[C@H:13]4[C@H:22]([CH2:21][CH2:20][C@:18]3([CH3:19])[C:17]([F:26])([F:27])[CH2:16]2)[C:23]2[C:10](=[CH:9][C:8]([C:6]([OH:7])=[O:5])=[CH:25][CH:24]=2)[CH2:11][CH2:12]4)[CH2:38][CH2:37][O:36][CH2:35][CH2:34]1, predict the reactants needed to synthesize it. The reactants are: C([O:5][C:6]([C:8]1[CH:9]=[C:10]2[C:23](=[CH:24][CH:25]=1)[C@@H:22]1[C@H:13]([C@H:14]3[C@@:18]([CH2:20][CH2:21]1)([CH3:19])[C:17]([F:27])([F:26])[CH2:16][C@@H:15]3[CH2:28][CH2:29][CH2:30][C:31]([N:33]1[CH2:38][CH2:37][O:36][CH2:35][CH2:34]1)=[O:32])[CH2:12][CH2:11]2)=[O:7])CCC.[Li+].[OH-].CO. (4) The reactants are: [Br:1][C:2]1[CH:3]=[C:4]2[C:10]3([CH2:15][CH2:14][N:13]([C:16]([O:18][C:19]([CH3:22])([CH3:21])[CH3:20])=[O:17])[CH2:12][CH2:11]3)[CH:9]=[N:8][C:5]2=[CH:6][CH:7]=1.C(OC(C)(C)C)=O. Given the product [Br:1][C:2]1[CH:3]=[C:4]2[C:10]3([CH2:11][CH2:12][N:13]([C:16]([O:18][C:19]([CH3:22])([CH3:21])[CH3:20])=[O:17])[CH2:14][CH2:15]3)[CH2:9][NH:8][C:5]2=[CH:6][CH:7]=1, predict the reactants needed to synthesize it. (5) Given the product [I:7][C:8]1[CH:13]=[CH:12][C:11]([NH:14][CH2:15][CH2:16][N:17]2[CH2:21][CH2:20][CH2:19][CH2:18]2)=[CH:10][CH:9]=1, predict the reactants needed to synthesize it. The reactants are: [H-].[Al+3].[Li+].[H-].[H-].[H-].[I:7][C:8]1[CH:13]=[CH:12][C:11]([NH:14][C:15](=O)[CH2:16][N:17]2[CH2:21][CH2:20][CH2:19][CH2:18]2)=[CH:10][CH:9]=1.CCOC(C)=O.[OH-].[Na+]. (6) The reactants are: Cl[C:2]1[CH:7]=[C:6]([C:8]([F:11])([F:10])[F:9])[CH:5]=[CH:4][N:3]=1.[OH:12][C:13]1[CH:18]=[CH:17][C:16]([C:19]([O:21][CH3:22])=[O:20])=[CH:15][CH:14]=1.C(=O)([O-])[O-].[K+].[K+].O. Given the product [F:9][C:8]([F:11])([F:10])[C:6]1[CH:5]=[CH:4][N:3]=[C:2]([O:12][C:13]2[CH:14]=[CH:15][C:16]([C:19]([O:21][CH3:22])=[O:20])=[CH:17][CH:18]=2)[CH:7]=1, predict the reactants needed to synthesize it. (7) Given the product [Cl:11][C:4]1[CH:3]=[C:2]([C:15]2[CH:14]=[C:13]([F:12])[CH:18]=[CH:17][C:16]=2[O:22][CH3:23])[CH:10]=[CH:9][C:5]=1[C:6]([OH:8])=[O:7], predict the reactants needed to synthesize it. The reactants are: Br[C:2]1[CH:10]=[CH:9][C:5]([C:6]([OH:8])=[O:7])=[C:4]([Cl:11])[CH:3]=1.[F:12][C:13]1[CH:14]=[CH:15][C:16]([O:22][CH3:23])=[C:17](B(O)O)[CH:18]=1.C(O)C.C(=O)([O-])[O-].[Na+].[Na+]. (8) Given the product [C:13]([OH:21])(=[O:40])[C:22]([OH:24])=[O:25].[C:32]([OH:41])(=[O:2])[C:22]([OH:24])=[O:25].[OH:21][C@H:13]([C:6]1[C:5]2[C:10](=[CH:11][CH:12]=[C:3]([O:2][CH3:1])[CH:4]=2)[N:9]=[CH:8][CH:7]=1)[CH2:14][N:15]1[CH2:20][CH2:19][N:18]([CH2:29][CH2:30][N:31]2[C:32](=[O:41])[C:33]3[C:38](=[CH:37][CH:36]=[CH:35][CH:34]=3)[C:39]2=[O:40])[CH2:17][CH2:16]1, predict the reactants needed to synthesize it. The reactants are: [CH3:1][O:2][C:3]1[CH:4]=[C:5]2[C:10](=[CH:11][CH:12]=1)[N:9]=[CH:8][CH:7]=[C:6]2[C@@H:13]([OH:21])[CH2:14][N:15]1[CH2:20][CH2:19][NH:18][CH2:17][CH2:16]1.[C:22](=[O:25])([O-:24])[O-].[K+].[K+].Br[CH2:29][CH2:30][N:31]1[C:39](=[O:40])[C:38]2[C:33](=[CH:34][CH:35]=[CH:36][CH:37]=2)[C:32]1=[O:41]. (9) Given the product [Cl:14][C:15]1[CH:16]=[CH:17][CH:18]=[C:19]2[C:23]=1[NH:22][CH:21]=[C:20]2[CH2:24][NH:6][CH3:5], predict the reactants needed to synthesize it. The reactants are: BrC1C=C[C:5](NCC(OC)=O)=[N:6]C=1.[Cl:14][C:15]1[CH:16]=[CH:17][CH:18]=[C:19]2[C:23]=1[NH:22][CH:21]=[C:20]2[CH:24]=O.CN1C2C(=CC=CC=2)C(C)=C1C=O. (10) Given the product [C:1]([O:5][C:6]([NH:8][CH2:9][C@H:10]([OH:14])[C:11]([O:13][CH3:15])=[O:12])=[O:7])([CH3:4])([CH3:2])[CH3:3], predict the reactants needed to synthesize it. The reactants are: [C:1]([O:5][C:6]([NH:8][CH2:9][C@H:10]([OH:14])[C:11]([OH:13])=[O:12])=[O:7])([CH3:4])([CH3:3])[CH3:2].[C:15](=O)(O)[O-].[Na+].IC.